Dataset: Catalyst prediction with 721,799 reactions and 888 catalyst types from USPTO. Task: Predict which catalyst facilitates the given reaction. Reactant: [Cl-].[CH2:2]([O:9][C:10]1[CH:15]=[C:14]([O:16][CH2:17][C:18]2[CH:23]=[CH:22][CH:21]=[CH:20][CH:19]=2)[CH:13]=[CH:12][C:11]=1[CH:24]1[CH2:29][CH2:28][NH2+:27][CH2:26][CH2:25]1)[C:3]1[CH:8]=[CH:7][CH:6]=[CH:5][CH:4]=1.C(N(CC)C(C)C)(C)C.[N+](C1C=CC([O:48][C:49](=O)[NH:50][C:51]2[CH:56]=[CH:55][CH:54]=[CH:53][N:52]=2)=CC=1)([O-])=O.O. Product: [N:52]1[CH:53]=[CH:54][CH:55]=[CH:56][C:51]=1[NH:50][C:49]([N:27]1[CH2:28][CH2:29][CH:24]([C:11]2[CH:12]=[CH:13][C:14]([O:16][CH2:17][C:18]3[CH:19]=[CH:20][CH:21]=[CH:22][CH:23]=3)=[CH:15][C:10]=2[O:9][CH2:2][C:3]2[CH:4]=[CH:5][CH:6]=[CH:7][CH:8]=2)[CH2:25][CH2:26]1)=[O:48]. The catalyst class is: 9.